Dataset: Full USPTO retrosynthesis dataset with 1.9M reactions from patents (1976-2016). Task: Predict the reactants needed to synthesize the given product. (1) Given the product [C:46]([OH:53])(=[O:52])/[CH:47]=[CH:48]\[C:49]([OH:51])=[O:50].[C:46]([OH:53])(=[O:52])/[CH:47]=[CH:48]\[C:49]([OH:51])=[O:50].[NH2:1][C:2]1[N:7]=[CH:6][N:5]=[C:4]2[N:8]([C@H:33]3[CH2:38][CH2:37][C@@H:36]([N:39]4[CH2:44][CH2:43][N:42]([CH3:45])[CH2:41][CH2:40]4)[CH2:35][CH2:34]3)[N:9]=[C:10]([C:11]3[CH:12]=[CH:13][C:14]([O:15][C:16]4[CH:23]=[CH:22][CH:21]=[C:20]([S:24][C:25]5[CH:30]=[CH:29][CH:28]=[CH:27][N:26]=5)[C:17]=4[C:18]#[N:19])=[CH:31][CH:32]=3)[C:3]=12, predict the reactants needed to synthesize it. The reactants are: [NH2:1][C:2]1[N:7]=[CH:6][N:5]=[C:4]2[N:8]([C@H:33]3[CH2:38][CH2:37][C@@H:36]([N:39]4[CH2:44][CH2:43][N:42]([CH3:45])[CH2:41][CH2:40]4)[CH2:35][CH2:34]3)[N:9]=[C:10]([C:11]3[CH:32]=[CH:31][C:14]([O:15][C:16]4[CH:23]=[CH:22][CH:21]=[C:20]([S:24][C:25]5[CH:30]=[CH:29][CH:28]=[CH:27][N:26]=5)[C:17]=4[C:18]#[N:19])=[CH:13][CH:12]=3)[C:3]=12.[C:46]([OH:53])(=[O:52])/[CH:47]=[CH:48]\[C:49]([OH:51])=[O:50]. (2) Given the product [Cl:24][C:25]1[CH:26]=[CH:27][C:28]([CH2:31][N:32]2[C:40]3[C:35](=[C:36]([C@@H:41]([OH:43])[CH3:42])[CH:37]=[CH:38][CH:39]=3)[C:34]([F:44])([F:45])[C:33]2=[O:46])=[N+:29]([O-:13])[CH:30]=1, predict the reactants needed to synthesize it. The reactants are: FC1(F)C2C(=CC=CC=2[C@@H]([OH:13])C)N(CC2C=CN=CC=2F)C1=O.[Cl:24][C:25]1[CH:26]=[CH:27][C:28]([CH2:31][N:32]2[C:40]3[C:35](=[C:36]([C@@H:41]([OH:43])[CH3:42])[CH:37]=[CH:38][CH:39]=3)[C:34]([F:45])([F:44])[C:33]2=[O:46])=[N:29][CH:30]=1. (3) Given the product [CH2:29]([O:28][C:25]1[CH:24]=[N:23][C:22]([C:18]2[CH:17]=[C:16]([CH:21]=[CH:20][CH:19]=2)[CH2:15][C:10]2[C:11](=[O:14])[CH:12]=[CH:13][N:8]([C:4]3[CH:3]=[C:2]([CH:7]=[CH:6][CH:5]=3)[C:63]([N:61]([CH3:62])[CH3:60])=[O:64])[N:9]=2)=[N:27][CH:26]=1)[CH3:30], predict the reactants needed to synthesize it. The reactants are: Br[C:2]1[CH:3]=[C:4]([N:8]2[CH:13]=[CH:12][C:11](=[O:14])[C:10]([CH2:15][C:16]3[CH:21]=[CH:20][CH:19]=[C:18]([C:22]4[N:27]=[CH:26][C:25]([O:28][CH2:29][CH3:30])=[CH:24][N:23]=4)[CH:17]=3)=[N:9]2)[CH:5]=[CH:6][CH:7]=1.C1C=CC(P(C2C=CC=CC=2)CCCP(C2C=CC=CC=2)C2C=CC=CC=2)=CC=1.[CH3:60][N:61]([CH:63]=[O:64])[CH3:62].CNC. (4) The reactants are: [OH:1][C:2]1[CH:7]=[CH:6][C:5]([C:8]2[CH:12]=[C:11]([C:13]([NH2:15])=[O:14])[O:10][N:9]=2)=[CH:4][CH:3]=1.C([O-])([O-])=O.[K+].[K+].[CH3:22][O:23][C:24]1[CH:31]=[CH:30][CH:29]=[CH:28][C:25]=1[CH2:26]Cl. Given the product [CH3:22][O:23][C:24]1[CH:31]=[CH:30][CH:29]=[CH:28][C:25]=1[CH2:26][O:1][C:2]1[CH:3]=[CH:4][C:5]([C:8]2[CH:12]=[C:11]([C:13]([NH2:15])=[O:14])[O:10][N:9]=2)=[CH:6][CH:7]=1, predict the reactants needed to synthesize it. (5) The reactants are: [Cl:1][C:2]1[CH:7]=[CH:6][C:5]([F:8])=[CH:4][C:3]=1[N:9]1[CH2:14][CH2:13][N:12](C(OC(C)(C)C)=O)[CH2:11][CH2:10]1.Cl.O1CCOCC1. Given the product [ClH:1].[Cl:1][C:2]1[CH:7]=[CH:6][C:5]([F:8])=[CH:4][C:3]=1[N:9]1[CH2:10][CH2:11][NH:12][CH2:13][CH2:14]1, predict the reactants needed to synthesize it. (6) The reactants are: [NH2:1][C:2]1[N:7]=[CH:6][N:5]=[C:4]2[N:8]([CH2:12][C:13]3[O:14][C:15]4[C:20]([C:21](=[O:29])[C:22]=3[C:23]3[CH:28]=[CH:27][CH:26]=[CH:25][CH:24]=3)=[CH:19][CH:18]=[CH:17][CH:16]=4)[N:9]=[C:10](I)[C:3]=12.[CH2:30]([OH:33])[C:31]#[CH:32].ClCCl. Given the product [NH2:1][C:2]1[N:7]=[CH:6][N:5]=[C:4]2[N:8]([CH2:12][C:13]3[O:14][C:15]4[C:20]([C:21](=[O:29])[C:22]=3[C:23]3[CH:28]=[CH:27][CH:26]=[CH:25][CH:24]=3)=[CH:19][CH:18]=[CH:17][CH:16]=4)[N:9]=[C:10]([C:32]#[C:31][CH2:30][OH:33])[C:3]=12, predict the reactants needed to synthesize it.